From a dataset of Full USPTO retrosynthesis dataset with 1.9M reactions from patents (1976-2016). Predict the reactants needed to synthesize the given product. (1) Given the product [NH2:13][C:14]1[C:15]([CH3:21])=[CH:16][CH:17]=[CH:18][C:19]=1[O:20][S:9]([C:3]1[CH:4]=[CH:5][C:6]([Cl:8])=[CH:7][C:2]=1[Cl:1])(=[O:11])=[O:10], predict the reactants needed to synthesize it. The reactants are: [Cl:1][C:2]1[CH:7]=[C:6]([Cl:8])[CH:5]=[CH:4][C:3]=1[S:9](Cl)(=[O:11])=[O:10].[NH2:13][C:14]1[C:19]([OH:20])=[CH:18][CH:17]=[CH:16][C:15]=1[CH3:21].C(N(CC)CC)C. (2) The reactants are: [F:1][C:2]([F:17])([F:16])[S:3]([NH:6][CH2:7][CH2:8][C:9]1[CH:15]=[CH:14][C:12]([NH2:13])=[CH:11][CH:10]=1)(=[O:5])=[O:4].C(N(CC)C(C)C)(C)C.C([O:29][C:30]([C:32]1[N:37]2[C:38]([C:41](=[O:46])C(Cl)(Cl)Cl)=[CH:39][N:40]=[C:36]2[CH:35]=[CH:34][CH:33]=1)=O)C. Given the product [F:17][C:2]([F:16])([F:1])[S:3]([NH:6][CH2:7][CH2:8][C:9]1[CH:15]=[CH:14][C:12]([N:13]2[C:30](=[O:29])[C:32]3[N:37]4[C:38](=[CH:39][N:40]=[C:36]4[CH:35]=[CH:34][CH:33]=3)[C:41]2=[O:46])=[CH:11][CH:10]=1)(=[O:4])=[O:5], predict the reactants needed to synthesize it. (3) Given the product [CH3:47][CH:45]([CH3:46])[C@H:44]([NH:48][C:49](=[O:52])[O:50][CH3:51])[C:43]([N:38]1[CH2:39][C@@H:40]([CH3:42])[CH2:41][C@H:37]1[C:35]1[NH:36][C:32]([C:23]2[CH:24]=[C:25]3[CH2:31][O:30][C:28]4[C:27]5=[C:18]([CH:17]=[C:16]([C:13]6[NH:12][C:11]([C@@H:6]7[CH2:7][C@H:8]([CH3:10])[CH2:9][N:5]7[C:3](=[O:4])[C@@H:2]([C:54]7[CH:55]=[CH:56][CH:57]=[CH:58][CH:59]=7)[NH:1][C:66]([CH:62]7[C:63]([CH3:65])([CH3:64])[C:61]7([CH3:69])[CH3:60])=[O:67])=[N:15][CH:14]=6)[CH:29]=4)[CH2:19][O:20][C:21]([CH:22]=2)=[C:26]35)=[CH:33][N:34]=1)=[O:53], predict the reactants needed to synthesize it. The reactants are: [NH2:1][C@H:2]([C:54]1[CH:59]=[CH:58][CH:57]=[CH:56][CH:55]=1)[C:3]([N:5]1[CH2:9][C@@H:8]([CH3:10])[CH2:7][C@H:6]1[C:11]1[NH:12][C:13]([C:16]2[CH:29]=[C:28]3[O:30][CH2:31][C:25]4[C:26]5[C:27]3=[C:18]([CH2:19][O:20][C:21]=5[CH:22]=[C:23]([C:32]3[NH:36][C:35]([C@@H:37]5[CH2:41][C@H:40]([CH3:42])[CH2:39][N:38]5[C:43](=[O:53])[C@@H:44]([NH:48][C:49](=[O:52])[O:50][CH3:51])[CH:45]([CH3:47])[CH3:46])=[N:34][CH:33]=3)[CH:24]=4)[CH:17]=2)=[CH:14][N:15]=1)=[O:4].[CH3:60][C:61]1([CH3:69])[C:63]([CH3:65])([CH3:64])[CH:62]1[C:66](O)=[O:67].CN(C(ON1N=NC2C=CC=NC1=2)=[N+](C)C)C.F[P-](F)(F)(F)(F)F. (4) Given the product [CH2:18]([O:11][C:10]([C:6]1[CH:5]=[C:4]2[C:9](=[CH:8][CH:7]=1)[NH:1][CH:2]=[CH:3]2)=[O:12])[C:19]1[CH:24]=[CH:23][CH:22]=[CH:21][CH:20]=1, predict the reactants needed to synthesize it. The reactants are: [NH:1]1[C:9]2[C:4](=[CH:5][C:6]([C:10]([OH:12])=[O:11])=[CH:7][CH:8]=2)[CH:3]=[CH:2]1.C(=O)(O)[O-].[Na+].[CH2:18](Br)[C:19]1[CH:24]=[CH:23][CH:22]=[CH:21][CH:20]=1. (5) Given the product [CH3:31][C:30]1[CH:29]=[C:28]([CH3:32])[NH:27][C:26](=[O:33])[C:25]=1[CH2:24][NH:23][C:11]([C:9]1[CH:8]=[C:7]([N:14]2[CH2:15][CH2:16][O:17][CH2:18][CH2:19]2)[CH:6]=[C:5]2[C:10]=1[N:2]([CH3:1])[CH:3]=[C:4]2[CH:20]([CH3:21])[CH3:22])=[O:13], predict the reactants needed to synthesize it. The reactants are: [CH3:1][N:2]1[C:10]2[C:5](=[CH:6][C:7]([N:14]3[CH2:19][CH2:18][O:17][CH2:16][CH2:15]3)=[CH:8][C:9]=2[C:11]([OH:13])=O)[C:4]([CH:20]([CH3:22])[CH3:21])=[CH:3]1.[NH2:23][CH2:24][C:25]1[C:26](=[O:33])[NH:27][C:28]([CH3:32])=[CH:29][C:30]=1[CH3:31].Cl.ON1C2N=CC=CC=2N=N1.CN1CCOCC1.C(Cl)CCl. (6) Given the product [CH3:1][N:2]([CH2:5][C:6]1[CH:11]=[CH:10][C:9]([CH2:12][C:13]#[N:14])=[CH:8][CH:7]=1)[CH3:3], predict the reactants needed to synthesize it. The reactants are: [CH3:1][NH:2][CH3:3].Br[CH2:5][C:6]1[CH:11]=[CH:10][C:9]([CH2:12][C:13]#[N:14])=[CH:8][CH:7]=1. (7) Given the product [CH3:25][C:26]([CH3:31])([CH3:30])[C:27]([NH:29][C:21]([C:10]1[C:9]([CH3:24])=[C:8]([C:5]2[CH:4]=[CH:3][C:2]([Cl:1])=[CH:7][CH:6]=2)[N:12]([C:13]2[CH:18]=[CH:17][C:16]([Cl:19])=[CH:15][C:14]=2[Cl:20])[N:11]=1)=[O:22])=[O:28], predict the reactants needed to synthesize it. The reactants are: [Cl:1][C:2]1[CH:7]=[CH:6][C:5]([C:8]2[N:12]([C:13]3[CH:18]=[CH:17][C:16]([Cl:19])=[CH:15][C:14]=3[Cl:20])[N:11]=[C:10]([C:21](Cl)=[O:22])[C:9]=2[CH3:24])=[CH:4][CH:3]=1.[CH3:25][C:26]([CH3:31])([CH3:30])[C:27]([NH2:29])=[O:28].C[Si]([N-][Si](C)(C)C)(C)C.[Li+].